Task: Predict the reaction yield, written as a fraction of the theoretical maximum amount of product (1.0 means a 100% yield; for example, 0.34 means a 34% yield).. Dataset: Reaction yield outcomes from USPTO patents with 853,638 reactions The reactants are C[O:2][C:3](=O)[CH2:4][O:5][CH2:6][CH2:7][O:8][CH2:9][CH:10]=[CH2:11].[H-].[H-].[H-].[H-].[Li+].[Al+3]. The catalyst is C1COCC1. The product is [CH2:9]([O:8][CH2:7][CH2:6][O:5][CH2:4][CH2:3][OH:2])[CH:10]=[CH2:11]. The yield is 0.990.